From a dataset of Forward reaction prediction with 1.9M reactions from USPTO patents (1976-2016). Predict the product of the given reaction. (1) Given the reactants [CH3:1][N:2]1[C:6]([C:7]2[CH:19]=[N:18][C:17]3[C:16]4[CH:15]=[C:14]([C:20]([O:22][CH3:23])=[O:21])[CH:13]=[CH:12][C:11]=4[NH:10][C:9]=3[CH:8]=2)=[C:5]([CH3:24])[N:4]=[N:3]1.C(=O)([O-])[O-].[Cs+].[Cs+].CS(O[C@@H:36]([C:43]1[CH:48]=[CH:47][CH:46]=[CH:45][CH:44]=1)[CH:37]1[CH2:42][CH2:41][O:40][CH2:39][CH2:38]1)(=O)=O, predict the reaction product. The product is: [CH3:1][N:2]1[C:6]([C:7]2[CH:19]=[N:18][C:17]3[C:16]4[CH:15]=[C:14]([C:20]([O:22][CH3:23])=[O:21])[CH:13]=[CH:12][C:11]=4[N:10]([C@H:36]([C:43]4[CH:48]=[CH:47][CH:46]=[CH:45][CH:44]=4)[CH:37]4[CH2:38][CH2:39][O:40][CH2:41][CH2:42]4)[C:9]=3[CH:8]=2)=[C:5]([CH3:24])[N:4]=[N:3]1. (2) The product is: [CH2:1]([O:3][C:4]([C:6]1[CH:7]=[C:8]2[N:13]([C:14]=1[C:15]1[CH:20]=[CH:19][C:18]([F:21])=[CH:17][CH:16]=1)[CH:12]=[CH:11][C:10]([CH2:22][N:23]1[CH:30]=[C:29]([C:28]([OH:33])([C:27]([F:35])([F:34])[F:26])[CH2:31][CH3:32])[N:25]=[N:24]1)=[CH:9]2)=[O:5])[CH3:2]. Given the reactants [CH2:1]([O:3][C:4]([C:6]1[CH:7]=[C:8]2[N:13]([C:14]=1[C:15]1[CH:20]=[CH:19][C:18]([F:21])=[CH:17][CH:16]=1)[CH:12]=[CH:11][C:10]([CH2:22][N:23]=[N+:24]=[N-:25])=[CH:9]2)=[O:5])[CH3:2].[F:26][C:27]([F:35])([F:34])[C:28]([OH:33])([CH2:31][CH3:32])[C:29]#[CH:30].C(N(C(C)C)CC)(C)C, predict the reaction product.